From a dataset of Peptide-MHC class II binding affinity with 134,281 pairs from IEDB. Regression. Given a peptide amino acid sequence and an MHC pseudo amino acid sequence, predict their binding affinity value. This is MHC class II binding data. (1) The peptide sequence is LPIGTRSVETDKGPL. The MHC is HLA-DQA10501-DQB10303 with pseudo-sequence HLA-DQA10501-DQB10303. The binding affinity (normalized) is 0.275. (2) The peptide sequence is AAATAGTTVYGAFAL. The MHC is HLA-DPA10103-DPB10401 with pseudo-sequence HLA-DPA10103-DPB10401. The binding affinity (normalized) is 0.168. (3) The peptide sequence is GEALSTLVVNKIRGT. The MHC is DRB1_1501 with pseudo-sequence DRB1_1501. The binding affinity (normalized) is 0.284. (4) The peptide sequence is GLDMVGLAADWLTSTANTNM. The MHC is DRB1_0403 with pseudo-sequence DRB1_0403. The binding affinity (normalized) is 0.271. (5) The peptide sequence is WLACGVDNFCVKVLAK. The MHC is HLA-DQA10201-DQB10301 with pseudo-sequence HLA-DQA10201-DQB10301. The binding affinity (normalized) is 0.401. (6) The binding affinity (normalized) is 0. The MHC is DRB1_0404 with pseudo-sequence DRB1_0404. The peptide sequence is LTQRGSVLR. (7) The peptide sequence is MATRFMTDPHAMRDM. The MHC is HLA-DQA10301-DQB10302 with pseudo-sequence HLA-DQA10301-DQB10302. The binding affinity (normalized) is 0.237. (8) The peptide sequence is KSMKVTVAFNQFGPN. The MHC is HLA-DQA10501-DQB10301 with pseudo-sequence HLA-DQA10501-DQB10301. The binding affinity (normalized) is 0.362.